From a dataset of Reaction yield outcomes from USPTO patents with 853,638 reactions. Predict the reaction yield, written as a fraction of the theoretical maximum amount of product (1.0 means a 100% yield; for example, 0.34 means a 34% yield). (1) The reactants are Br[C:2]1[CH:11]=[C:10]2[C:5]([CH2:6][CH2:7][CH2:8][C:9]2=[O:12])=[C:4]([F:13])[CH:3]=1.[CH3:14][Sn](C)(C)C. The catalyst is C1(C)C=CC=CC=1.C1C=CC([P]([Pd]([P](C2C=CC=CC=2)(C2C=CC=CC=2)C2C=CC=CC=2)([P](C2C=CC=CC=2)(C2C=CC=CC=2)C2C=CC=CC=2)[P](C2C=CC=CC=2)(C2C=CC=CC=2)C2C=CC=CC=2)(C2C=CC=CC=2)C2C=CC=CC=2)=CC=1. The product is [F:13][C:4]1[CH:3]=[C:2]([CH3:14])[CH:11]=[C:10]2[C:5]=1[CH2:6][CH2:7][CH2:8][C:9]2=[O:12]. The yield is 1.00. (2) The reactants are [CH:1]1([N:7]2[C:12]([OH:13])=[C:11]([C:14]([NH:16][CH2:17][C:18]([O:20]CC)=[O:19])=[O:15])[C:10](=[O:23])[NH:9][C:8]2=[O:24])[CH2:6][CH2:5][CH2:4][CH2:3][CH2:2]1.C(=O)([O-])[O-].[K+].[K+].[Br:31][C:32]1[CH:37]=[C:36]([C:38]([CH3:41])([CH3:40])[CH3:39])[CH:35]=[CH:34][C:33]=1[CH2:42]Br.Cl. The catalyst is CN(C)C=O. The product is [Br:31][C:32]1[CH:37]=[C:36]([C:38]([CH3:40])([CH3:39])[CH3:41])[CH:35]=[CH:34][C:33]=1[CH2:42][N:9]1[C:10](=[O:23])[C:11]([C:14]([NH:16][CH2:17][C:18]([OH:20])=[O:19])=[O:15])=[C:12]([OH:13])[N:7]([CH:1]2[CH2:6][CH2:5][CH2:4][CH2:3][CH2:2]2)[C:8]1=[O:24]. The yield is 0.0750. (3) The reactants are [CH3:1][C:2]([C:4]1[CH:9]=[CH:8][C:7]([Br:10])=[CH:6][CH:5]=1)=O.[C:11](=[O:14])([O-])[O-].[NH4+:15].[NH4+:16].[C-]#N.[K+].Cl.[CH2:21]([OH:23])C. The yield is 0.850. The product is [Br:10][C:7]1[CH:8]=[CH:9][C:4]([C:2]2([CH3:1])[NH:16][C:21](=[O:23])[NH:15][C:11]2=[O:14])=[CH:5][CH:6]=1. The catalyst is O. (4) The reactants are C(Cl)C[Cl:3].[NH2:5][C:6]1[N:11]=[CH:10][C:9](/[CH:12]=[CH:13]/[C:14]([OH:16])=O)=[CH:8][CH:7]=1.[CH2:17]([O:19][C:20]1[C:28]([O:29][CH3:30])=[CH:27][CH:26]=[CH:25][C:21]=1[CH2:22]CN)[CH3:18].C1C=CC2N(O)N=[N:37][C:35]=2C=1.O.CCN(C(C)C)C(C)C.Cl. The catalyst is CN(C=O)C.O.C(Cl)Cl. The product is [ClH:3].[NH2:5][C:6]1[N:11]=[CH:10][C:9](/[CH:12]=[CH:13]/[C:14]([N:37]([CH2:22][C:21]2[CH:25]=[CH:26][CH:27]=[C:28]([O:29][CH3:30])[C:20]=2[O:19][CH2:17][CH3:18])[CH3:35])=[O:16])=[CH:8][CH:7]=1. The yield is 0.460. (5) The reactants are [I:1][C:2]1[C:3]([NH:15][S:16]([CH3:19])(=[O:18])=[O:17])=[CH:4][C:5]([S:13][CH3:14])=[C:6]([CH:12]=1)[C:7](OCC)=[O:8].[H-].C([Al+]CC(C)C)C(C)C. The catalyst is C1(C)C=CC=CC=1. The product is [OH:8][CH2:7][C:6]1[C:5]([S:13][CH3:14])=[CH:4][C:3]([NH:15][S:16]([CH3:19])(=[O:17])=[O:18])=[C:2]([I:1])[CH:12]=1. The yield is 0.800. (6) The reactants are C[O:2][C:3]([CH:5]1[C:14]([CH2:15][NH:16][C@H:17]([C:22]([O:24][CH3:25])=[O:23])[CH2:18][CH:19]([CH3:21])[CH3:20])=[CH:13][C:12]2[C:7](=[CH:8][CH:9]=[CH:10][C:11]=2[Cl:26])[O:6]1)=O.[C:27](#N)C. No catalyst specified. The product is [CH3:25][O:24][C:22](=[O:23])[C@@H:17]([N:16]([CH2:15][C:14]1[CH:5]([CH:3]=[O:2])[O:6][C:7]2[C:12]([CH:13]=1)=[C:11]([Cl:26])[CH:10]=[CH:9][CH:8]=2)[CH3:27])[CH2:18][CH:19]([CH3:20])[CH3:21]. The yield is 0.714. (7) The catalyst is CN(C=O)C. The yield is 0.870. The reactants are [NH:1]([C:18]([O:20][CH2:21][C:22]1[CH:27]=[CH:26][CH:25]=[CH:24][CH:23]=1)=[O:19])[C@@H:2]([C:8]([O:10][CH2:11][C:12]1[CH:17]=[CH:16][CH:15]=[CH:14][CH:13]=1)=[O:9])[CH2:3][CH2:4][C:5](=[O:7])O.ON1C(=O)CCC1=O.CCN=C=NCCCN(C)C.Cl.Cl.[NH2:49][C@@H:50]([C:61]([OH:63])=[O:62])[CH2:51][C:52]1[C:60]2[C:55](=[CH:56][CH:57]=[CH:58][CH:59]=2)[NH:54][CH:53]=1.CCN(C(C)C)C(C)C. The product is [NH:1]([C:18]([O:20][CH2:21][C:22]1[CH:27]=[CH:26][CH:25]=[CH:24][CH:23]=1)=[O:19])[C@@H:2]([C:8]([O:10][CH2:11][C:12]1[CH:17]=[CH:16][CH:15]=[CH:14][CH:13]=1)=[O:9])[CH2:3][CH2:4][C:5]([NH:49][C@@H:50]([C:61]([OH:63])=[O:62])[CH2:51][C:52]1[C:60]2[C:55](=[CH:56][CH:57]=[CH:58][CH:59]=2)[NH:54][CH:53]=1)=[O:7].